From a dataset of Forward reaction prediction with 1.9M reactions from USPTO patents (1976-2016). Predict the product of the given reaction. (1) Given the reactants N#N.[NH:3]1[C:7]2[CH:8]=[CH:9][CH:10]=[CH:11][C:6]=2[N:5]=[C:4]1[C@H:12]([NH:22][C:23]([NH:25][CH:26]1[CH2:30][CH2:29][NH:28][CH2:27]1)=[O:24])[CH2:13][C:14]1[CH:19]=[CH:18][C:17]([O:20][CH3:21])=[CH:16][CH:15]=1.CCN(C(C)C)C(C)C.[CH3:40][S:41](Cl)(=[O:43])=[O:42], predict the reaction product. The product is: [NH:3]1[C:7]2[CH:8]=[CH:9][CH:10]=[CH:11][C:6]=2[N:5]=[C:4]1[C@H:12]([NH:22][C:23]([NH:25][CH:26]1[CH2:30][CH2:29][N:28]([S:41]([CH3:40])(=[O:43])=[O:42])[CH2:27]1)=[O:24])[CH2:13][C:14]1[CH:15]=[CH:16][C:17]([O:20][CH3:21])=[CH:18][CH:19]=1. (2) The product is: [OH:24][CH:14]([CH2:13][N:12]1[C:11]2[C:10]3[CH:9]=[CH:8][CH:7]=[CH:6][C:5]=3[N:4]=[CH:3][C:2]=2[N:1]=[C:25]1[CH2:26][CH2:27][CH3:28])[CH2:15][NH:16][C:17](=[O:23])[O:18][C:19]([CH3:20])([CH3:21])[CH3:22]. Given the reactants [NH2:1][C:2]1[CH:3]=[N:4][C:5]2[C:10]([C:11]=1[NH:12][CH2:13][CH:14]([OH:24])[CH2:15][NH:16][C:17](=[O:23])[O:18][C:19]([CH3:22])([CH3:21])[CH3:20])=[CH:9][CH:8]=[CH:7][CH:6]=2.[C:25](OC)(OC)(OC)[CH2:26][CH2:27][CH3:28].Cl.N1C=CC=CC=1, predict the reaction product. (3) Given the reactants BrC1C=C[C:5](NCC(OC)=O)=[N:6]C=1.[CH2:14]([O:21][C:22]1[CH:23]=[CH:24][CH:25]=[C:26]2[C:30]=1[N:29]([CH3:31])[CH:28]=[C:27]2[CH:32]=O)[C:15]1[CH:20]=[CH:19][CH:18]=[CH:17][CH:16]=1.CN1C2C(=CC=CC=2)C(C)=C1C=O, predict the reaction product. The product is: [CH2:14]([O:21][C:22]1[CH:23]=[CH:24][CH:25]=[C:26]2[C:30]=1[N:29]([CH3:31])[CH:28]=[C:27]2[CH2:32][NH:6][CH3:5])[C:15]1[CH:20]=[CH:19][CH:18]=[CH:17][CH:16]=1. (4) Given the reactants [CH3:1][O:2][C:3]1[CH:8]=[CH:7][C:6]([C:9]2[CH:14]=[CH:13][CH:12]=[CH:11][CH:10]=2)=[CH:5][C:4]=1[CH2:15][CH2:16][C:17]1[CH:22]=[CH:21][CH:20]=[CH:19][CH:18]=1.[CH3:23][C:24](OC(C)=O)=[O:25].[Al+3].[Cl-].[Cl-].[Cl-].CC#N, predict the reaction product. The product is: [CH3:1][O:2][C:3]1[CH:8]=[CH:7][C:6]([C:9]2[CH:14]=[CH:13][C:12]([C:24](=[O:25])[CH3:23])=[CH:11][CH:10]=2)=[CH:5][C:4]=1[CH2:15][CH2:16][C:17]1[CH:22]=[CH:21][CH:20]=[CH:19][CH:18]=1. (5) Given the reactants [Cl:1][C:2]1[CH:7]=[CH:6][C:5]([NH:8][C:9]2[NH:10][C:11]([C:14]3[CH:19]=[CH:18][C:17]([OH:20])=[CH:16][CH:15]=3)=[N:12][N:13]=2)=[CH:4][C:3]=1[C:21]([F:24])([F:23])[F:22].C[Si]([N-][Si](C)(C)C)(C)C.[K+].[NH2:35][C:36]1[N:37]=[N:38][C:39](Cl)=[CH:40][CH:41]=1.[C:43]([O-:46])([O-])=[O:44].[K+].[K+], predict the reaction product. The product is: [F:22][C:21]([F:24])([F:23])[C:43]([OH:46])=[O:44].[Cl:1][C:2]1[CH:7]=[CH:6][C:5]([NH:8][C:9]2[NH:10][C:11]([C:14]3[CH:15]=[CH:16][C:17]([O:20][C:39]4[N:38]=[N:37][C:36]([NH2:35])=[CH:41][CH:40]=4)=[CH:18][CH:19]=3)=[N:12][N:13]=2)=[CH:4][C:3]=1[C:21]([F:22])([F:23])[F:24].